Dataset: Full USPTO retrosynthesis dataset with 1.9M reactions from patents (1976-2016). Task: Predict the reactants needed to synthesize the given product. (1) Given the product [Cl:1][C:2]1[CH:8]=[C:7]([O:9][C:10]2[C:19]3[C:14](=[CH:15][C:16]([O:22][CH3:23])=[C:17]([O:20][CH3:21])[CH:18]=3)[N:13]=[CH:12][N:11]=2)[CH:6]=[CH:5][C:3]=1[NH:4][C:28]([NH:40][CH2:37][C:38]#[CH:39])=[O:34], predict the reactants needed to synthesize it. The reactants are: [Cl:1][C:2]1[CH:8]=[C:7]([O:9][C:10]2[C:19]3[C:14](=[CH:15][C:16]([O:22][CH3:23])=[C:17]([O:20][CH3:21])[CH:18]=3)[N:13]=[CH:12][N:11]=2)[CH:6]=[CH:5][C:3]=1[NH2:4].ClC(Cl)(O[C:28](=[O:34])OC(Cl)(Cl)Cl)Cl.Cl.[CH2:37]([NH2:40])[C:38]#[CH:39]. (2) Given the product [Cl-:25].[F:36][C:35]1[C:30]([NH:29][C:27]([CH2:26][N+:1]23[CH2:8][CH2:7][CH:4]([CH2:5][CH2:6]2)[C@@H:3]([O:9][C:10]([C:12]2([C:19]4[CH:20]=[CH:21][CH:22]=[CH:23][CH:24]=4)[CH2:18][CH2:17][CH2:16][CH2:15][CH2:14][CH2:13]2)=[O:11])[CH2:2]3)=[O:28])=[N:31][CH:32]=[CH:33][CH:34]=1, predict the reactants needed to synthesize it. The reactants are: [N:1]12[CH2:8][CH2:7][CH:4]([CH2:5][CH2:6]1)[C@@H:3]([O:9][C:10]([C:12]1([C:19]3[CH:24]=[CH:23][CH:22]=[CH:21][CH:20]=3)[CH2:18][CH2:17][CH2:16][CH2:15][CH2:14][CH2:13]1)=[O:11])[CH2:2]2.[Cl:25][CH2:26][C:27]([NH:29][C:30]1[C:35]([F:36])=[CH:34][CH:33]=[CH:32][N:31]=1)=[O:28].